From a dataset of Ames mutagenicity test results for genotoxicity prediction. Regression/Classification. Given a drug SMILES string, predict its toxicity properties. Task type varies by dataset: regression for continuous values (e.g., LD50, hERG inhibition percentage) or binary classification for toxic/non-toxic outcomes (e.g., AMES mutagenicity, cardiotoxicity, hepatotoxicity). Dataset: ames. (1) The compound is CC(C)CCOC(=O)/C=C\c1ccccc1. The result is 0 (non-mutagenic). (2) The compound is CC1(C)O[C@]2(C)CC[C@H]1CC2. The result is 0 (non-mutagenic). (3) The molecule is Cc1cc2ccccc2c2cc([N+](=O)[O-])c3ccccc3c12. The result is 1 (mutagenic). (4) The molecule is CCN(CC)c1ccc2c(C)cc(=O)oc2c1. The result is 0 (non-mutagenic).